Task: Regression. Given two drug SMILES strings and cell line genomic features, predict the synergy score measuring deviation from expected non-interaction effect.. Dataset: NCI-60 drug combinations with 297,098 pairs across 59 cell lines Drug 1: C1=CC=C(C(=C1)C(C2=CC=C(C=C2)Cl)C(Cl)Cl)Cl. Drug 2: COC1=NC(=NC2=C1N=CN2C3C(C(C(O3)CO)O)O)N. Cell line: A498. Synergy scores: CSS=-2.00, Synergy_ZIP=0.749, Synergy_Bliss=0.158, Synergy_Loewe=-1.01, Synergy_HSA=-1.36.